This data is from Reaction yield outcomes from USPTO patents with 853,638 reactions. The task is: Predict the reaction yield, written as a fraction of the theoretical maximum amount of product (1.0 means a 100% yield; for example, 0.34 means a 34% yield). (1) The reactants are Cl.[CH3:2][NH2:3].C[Al](C)C.[OH:8][C@H:9]1[CH2:14][CH2:13][CH2:12][CH2:11][C@@H:10]1[NH:15][C:16]([C:18]1[C:22]2=[N:23][CH:24]=[CH:25][CH:26]=[C:21]2[N:20]([CH2:27][C:28]2[CH:38]=[CH:37][C:31]([C:32]([O:34]CC)=O)=[CH:30][CH:29]=2)[CH:19]=1)=[O:17].[O-]S([O-])(=O)=O.[Mg+2]. The catalyst is O1CCOCC1.O. The product is [OH:8][C@H:9]1[CH2:14][CH2:13][CH2:12][CH2:11][C@@H:10]1[NH:15][C:16]([C:18]1[C:22]2=[N:23][CH:24]=[CH:25][CH:26]=[C:21]2[N:20]([CH2:27][C:28]2[CH:38]=[CH:37][C:31]([C:32](=[O:34])[NH:3][CH3:2])=[CH:30][CH:29]=2)[CH:19]=1)=[O:17]. The yield is 0.290. (2) The reactants are [C:1]([C:3]1[CH:4]=[C:5]([NH:9][C:10](=[O:13])[CH2:11][CH3:12])[CH:6]=[CH:7][CH:8]=1)#[N:2].[F:14][C:15]1[CH:22]=[CH:21][CH:20]=[CH:19][C:16]=1[CH2:17]Br. No catalyst specified. The product is [C:1]([C:3]1[CH:4]=[C:5]([N:9]([CH2:17][C:16]2[CH:19]=[CH:20][CH:21]=[CH:22][C:15]=2[F:14])[C:10](=[O:13])[CH2:11][CH3:12])[CH:6]=[CH:7][CH:8]=1)#[N:2]. The yield is 0.980.